This data is from Catalyst prediction with 721,799 reactions and 888 catalyst types from USPTO. The task is: Predict which catalyst facilitates the given reaction. (1) Reactant: Cl.Cl.[N+:3]([C:6]1[CH:7]=[C:8]([CH:18]=[CH:19][CH:20]=1)[CH2:9][NH:10][C:11]1[CH:16]=[CH:15][CH:14]=[C:13]([NH2:17])[CH:12]=1)([O-:5])=[O:4].[Cl:21][C:22]1[N:27]=[C:26](Cl)[C:25]([Cl:29])=[CH:24][N:23]=1.C(=O)([O-])[O-].[K+].[K+]. Product: [Cl:21][C:22]1[N:27]=[C:26]([NH:17][C:13]2[CH:14]=[CH:15][CH:16]=[C:11]([NH:10][CH2:9][C:8]3[CH:18]=[CH:19][CH:20]=[C:6]([N+:3]([O-:5])=[O:4])[CH:7]=3)[CH:12]=2)[C:25]([Cl:29])=[CH:24][N:23]=1. The catalyst class is: 9. (2) Reactant: [C:1]([NH:4][O:5][CH2:6][CH2:7][NH:8][C:9](=[O:35])[CH2:10][C:11]1[C:16]([C:17]#[N:18])=[CH:15][CH:14]=[C:13]([NH:19][CH2:20][C:21]([F:33])([F:32])[C:22]2[CH:23]=[CH:24][CH:25]=[C:26]3[C:31]=2[N:30]=[CH:29][CH:28]=[CH:27]3)[C:12]=1[F:34])(=[NH:3])[NH2:2].[ClH:36]. Product: [ClH:36].[C:1]([NH:4][O:5][CH2:6][CH2:7][NH:8][C:9](=[O:35])[CH2:10][C:11]1[C:16]([C:17]#[N:18])=[CH:15][CH:14]=[C:13]([NH:19][CH2:20][C:21]([F:32])([F:33])[C:22]2[CH:23]=[CH:24][CH:25]=[C:26]3[C:31]=2[N:30]=[CH:29][CH:28]=[CH:27]3)[C:12]=1[F:34])(=[NH:2])[NH2:3]. The catalyst class is: 6.